This data is from Forward reaction prediction with 1.9M reactions from USPTO patents (1976-2016). The task is: Predict the product of the given reaction. (1) Given the reactants [F:1][C:2]1[CH:7]=[C:6]([CH3:8])[C:5]([F:9])=[CH:4][C:3]=1[CH:10]([CH3:15])[C:11]([O:13][CH3:14])=[O:12].[Br:16]N1C(=O)CCC1=O, predict the reaction product. The product is: [Br:16][CH2:8][C:6]1[C:5]([F:9])=[CH:4][C:3]([CH:10]([CH3:15])[C:11]([O:13][CH3:14])=[O:12])=[C:2]([F:1])[CH:7]=1. (2) Given the reactants [CH3:1][O:2][CH:3]([CH2:6][CH:7]([C:12]1[CH:17]=[CH:16][CH:15]=[CH:14][C:13]=1[CH2:18][CH2:19][CH2:20][NH:21][C:22]([O:24][C:25]([CH3:28])([CH3:27])[CH3:26])=[O:23])[CH:8]([O:10][CH3:11])[CH3:9])[CH2:4]O.C1(P(C2C=CC=CC=2)C2C=CC=CC=2)C=CC=CC=1.[Br:48]NC(=O)CCC(N)=O, predict the reaction product. The product is: [CH3:1][O:2][CH:3]([CH2:6][CH:7]([C:12]1[CH:17]=[CH:16][CH:15]=[CH:14][C:13]=1[CH2:18][CH2:19][CH2:20][NH:21][C:22]([O:24][C:25]([CH3:28])([CH3:27])[CH3:26])=[O:23])[CH:8]([O:10][CH3:11])[CH3:9])[CH2:4][Br:48]. (3) Given the reactants CO[C:3]([C:5]1[CH:10]=[CH:9][N:8]=[C:7]([C:11]2[CH:16]=[CH:15][N:14]=[CH:13][CH:12]=2)[CH:6]=1)=[O:4].N1[CH:22]=[CH:21][C:20](B(O)O)=CC=1.BrC1C=[C:29](C=CN=1)[C:30]([OH:32])=[O:31].[C:36]([O-])([O-])=O.[K+].[K+], predict the reaction product. The product is: [C:21]([O:32][C:30](=[O:31])[CH2:29][C:3]([C:5]1[CH:10]=[CH:9][N:8]=[C:7]([C:11]2[CH:12]=[CH:13][N:14]=[CH:15][CH:16]=2)[CH:6]=1)=[O:4])([CH3:20])([CH3:22])[CH3:36]. (4) Given the reactants O[CH2:2][C:3]1[CH:12]=[CH:11][C:6]([C:7]([O:9][CH3:10])=[O:8])=[CH:5][N:4]=1.O=S(Cl)[Cl:15], predict the reaction product. The product is: [Cl:15][CH2:2][C:3]1[CH:12]=[CH:11][C:6]([C:7]([O:9][CH3:10])=[O:8])=[CH:5][N:4]=1.